This data is from Peptide-MHC class II binding affinity with 134,281 pairs from IEDB. The task is: Regression. Given a peptide amino acid sequence and an MHC pseudo amino acid sequence, predict their binding affinity value. This is MHC class II binding data. (1) The peptide sequence is WLGARYLEFEALGFLNE. The binding affinity (normalized) is 0.631. The MHC is DRB1_0405 with pseudo-sequence DRB1_0405. (2) The peptide sequence is RLLDILEAIKLIRKK. The MHC is DRB5_0101 with pseudo-sequence DRB5_0101. The binding affinity (normalized) is 0.842. (3) The peptide sequence is SCWRGDSNWAQNRMK. The MHC is HLA-DQA10401-DQB10402 with pseudo-sequence HLA-DQA10401-DQB10402. The binding affinity (normalized) is 0. (4) The peptide sequence is ALLPRAGAAAAAALP. The MHC is DRB4_0101 with pseudo-sequence DRB4_0103. The binding affinity (normalized) is 0.396.